This data is from Full USPTO retrosynthesis dataset with 1.9M reactions from patents (1976-2016). The task is: Predict the reactants needed to synthesize the given product. Given the product [F:15][C:12]1[CH:13]=[CH:14][C:9]([C:4]2[N:5]=[C:6]([OH:8])[C:7]([N+:22]([O-:24])=[O:23])=[C:2]([OH:1])[N:3]=2)=[CH:10][CH:11]=1, predict the reactants needed to synthesize it. The reactants are: [OH:1][C:2]1[CH:7]=[C:6]([OH:8])[N:5]=[C:4]([C:9]2[CH:14]=[CH:13][C:12]([F:15])=[CH:11][CH:10]=2)[N:3]=1.C(=O)([O-])[O-].[Na+].[Na+].[N+:22]([O-])([OH:24])=[O:23].